Dataset: Reaction yield outcomes from USPTO patents with 853,638 reactions. Task: Predict the reaction yield, written as a fraction of the theoretical maximum amount of product (1.0 means a 100% yield; for example, 0.34 means a 34% yield). The reactants are [CH:1]1([CH2:6][C:7]2[C:8](OS(C(F)(F)F)(=O)=O)=[N:9][CH:10]=[CH:11][CH:12]=2)[CH2:5][CH:4]=[CH:3][CH2:2]1.C(N(CC)CC)C.C1(P(C2C=CC=CC=2)CCCP(C2C=CC=CC=2)C2C=CC=CC=2)C=CC=CC=1. The catalyst is CN(C=O)C.C([O-])(=O)C.[Pd+2].C([O-])(=O)C. The product is [CH:4]12[CH2:5][CH:1]([CH:2]=[CH:3]1)[CH2:6][C:7]1[CH:12]=[CH:11][CH:10]=[N:9][C:8]2=1. The yield is 0.770.